From a dataset of Catalyst prediction with 721,799 reactions and 888 catalyst types from USPTO. Predict which catalyst facilitates the given reaction. (1) Reactant: C([O-])=O.[CH3:4][N+:5]([CH3:38])([CH3:37])[CH2:6][C@H:7]([NH:16][C:17]([NH:19][CH2:20][CH2:21][CH2:22][CH2:23][CH2:24][CH2:25][O:26][CH2:27][CH2:28][CH2:29][CH2:30][C:31]1[CH:36]=[CH:35][CH:34]=[CH:33][CH:32]=1)=[O:18])[CH2:8][C:9]([O:11]CC(C)C)=[O:10]. Product: [CH3:38][N+:5]([CH3:4])([CH3:37])[CH2:6][C@H:7]([NH:16][C:17]([NH:19][CH2:20][CH2:21][CH2:22][CH2:23][CH2:24][CH2:25][O:26][CH2:27][CH2:28][CH2:29][CH2:30][C:31]1[CH:32]=[CH:33][CH:34]=[CH:35][CH:36]=1)=[O:18])[CH2:8][C:9]([O-:11])=[O:10]. The catalyst class is: 619. (2) Reactant: [C:12]([O:11][C:9](O[C:9]([O:11][C:12]([CH3:15])([CH3:14])[CH3:13])=[O:10])=[O:10])([CH3:15])([CH3:14])[CH3:13].C(N(CC)CC)C.Cl.[NH2:24][CH2:25][C:26]1[CH:27]=[CH:28][C:29]([CH:32]([OH:37])[CH2:33][CH:34]([CH3:36])[CH3:35])=[N:30][CH:31]=1. Product: [C:12]([O:11][C:9]([NH:24][CH2:25][C:26]1[CH:27]=[CH:28][C:29]([CH:32]([OH:37])[CH2:33][CH:34]([CH3:35])[CH3:36])=[N:30][CH:31]=1)=[O:10])([CH3:13])([CH3:14])[CH3:15]. The catalyst class is: 4.